This data is from Reaction yield outcomes from USPTO patents with 853,638 reactions. The task is: Predict the reaction yield, written as a fraction of the theoretical maximum amount of product (1.0 means a 100% yield; for example, 0.34 means a 34% yield). (1) The reactants are [C:1]1([CH2:7][NH2:8])[CH:6]=[CH:5][CH:4]=[CH:3][CH:2]=1.[F:9][CH2:10][C:11](=O)[CH3:12].[BH-](OC(C)=O)(OC(C)=O)OC(C)=O.[Na+].CC(O)=O. The catalyst is O.ClCCCl. The product is [CH2:7]([NH:8][CH:11]([CH3:12])[CH2:10][F:9])[C:1]1[CH:6]=[CH:5][CH:4]=[CH:3][CH:2]=1. The yield is 0.705. (2) The reactants are Br[C:2]1[N:7]=[C:6]([C:8]([OH:10])=[O:9])[C:5]([F:11])=[CH:4][CH:3]=1.[F:12][C:13]1[CH:18]=[C:17]([O:19][CH3:20])[CH:16]=[C:15]([F:21])[C:14]=1B(O)O. No catalyst specified. The product is [F:12][C:13]1[CH:18]=[C:17]([O:19][CH3:20])[CH:16]=[C:15]([F:21])[C:14]=1[C:2]1[N:7]=[C:6]([C:8]([OH:10])=[O:9])[C:5]([F:11])=[CH:4][CH:3]=1. The yield is 0.0900. (3) The reactants are CO.C1COCC1.[CH:8]1([CH2:11][CH2:12][O:13][C:14]2[CH:39]=[CH:38][C:17]([C:18]([NH:20]/[C:21](/[C:32]([NH:34][CH2:35][CH2:36][OH:37])=[O:33])=[CH:22]\[C:23]3[CH:28]=[CH:27][C:26]([CH:29]4[CH2:31][CH2:30]4)=[CH:25][CH:24]=3)=[O:19])=[CH:16][CH:15]=2)[CH2:10][CH2:9]1.C(OCC)(=O)C. The catalyst is C(#N)C.O.[C].[Pd]. The product is [CH:8]1([CH2:11][CH2:12][O:13][C:14]2[CH:39]=[CH:38][C:17]([C:18]([NH:20][CH:21]([CH2:22][C:23]3[CH:28]=[CH:27][C:26]([CH2:29][CH2:30][CH3:31])=[CH:25][CH:24]=3)[C:32]([NH:34][CH2:35][CH2:36][OH:37])=[O:33])=[O:19])=[CH:16][CH:15]=2)[CH2:9][CH2:10]1. The yield is 0.480.